This data is from Peptide-MHC class II binding affinity with 134,281 pairs from IEDB. The task is: Regression. Given a peptide amino acid sequence and an MHC pseudo amino acid sequence, predict their binding affinity value. This is MHC class II binding data. (1) The peptide sequence is AGALEVHAVKPVTEE. The MHC is HLA-DQA10201-DQB10202 with pseudo-sequence HLA-DQA10201-DQB10202. The binding affinity (normalized) is 0.304. (2) The binding affinity (normalized) is 0.806. The peptide sequence is GFKAAVAAAASVP. The MHC is DRB5_0101 with pseudo-sequence DRB5_0101.